This data is from Forward reaction prediction with 1.9M reactions from USPTO patents (1976-2016). The task is: Predict the product of the given reaction. (1) Given the reactants Br[C:2]1[CH:28]=[CH:27][C:5]([CH2:6][O:7][CH2:8][C@@H:9]2[CH2:11][C@@H:10]2[CH:12]2[CH2:17][CH2:16][N:15]([C:18]3[N:23]=[CH:22][C:21]([CH2:24][O:25][CH3:26])=[CH:20][N:19]=3)[CH2:14][CH2:13]2)=[C:4]([F:29])[CH:3]=1.CC(C1C=C(C(C)C)C(C2C=CC=CC=2P(C2CCCCC2)C2CCCCC2)=C(C(C)C)C=1)C.[Br-].[C:65]([O:69][C:70](=[O:73])[CH2:71][Zn+])([CH3:68])([CH3:67])[CH3:66], predict the reaction product. The product is: [F:29][C:4]1[CH:3]=[C:2]([CH2:71][C:70]([O:69][C:65]([CH3:68])([CH3:67])[CH3:66])=[O:73])[CH:28]=[CH:27][C:5]=1[CH2:6][O:7][CH2:8][C@@H:9]1[CH2:11][C@@H:10]1[CH:12]1[CH2:17][CH2:16][N:15]([C:18]2[N:23]=[CH:22][C:21]([CH2:24][O:25][CH3:26])=[CH:20][N:19]=2)[CH2:14][CH2:13]1. (2) Given the reactants Cl[C:2]1[CH:7]=[C:6]([C:8]2[CH:13]=[CH:12][CH:11]=[CH:10][CH:9]=2)[N:5]=[C:4]([NH:14][C:15](=[O:32])[CH2:16][CH2:17][C:18]([C:20]2[CH:25]=[CH:24][C:23]([O:26][CH2:27][CH3:28])=[C:22]([O:29][CH2:30][CH3:31])[CH:21]=2)=[O:19])[CH:3]=1.C1(C)C=CC=CC=1P(C1C=CC=CC=1C)C1C=CC=CC=1C.C(=O)([O-])[O-].[K+].[K+].[CH3:61][O:62][C:63]1[CH:64]=[C:65](B(O)O)[CH:66]=[CH:67][CH:68]=1, predict the reaction product. The product is: [CH2:30]([O:29][C:22]1[CH:21]=[C:20]([C:18](=[O:19])[CH2:17][CH2:16][C:15]([NH:14][C:4]2[CH:3]=[C:2]([C:67]3[CH:66]=[CH:65][CH:64]=[C:63]([O:62][CH3:61])[CH:68]=3)[CH:7]=[C:6]([C:8]3[CH:13]=[CH:12][CH:11]=[CH:10][CH:9]=3)[N:5]=2)=[O:32])[CH:25]=[CH:24][C:23]=1[O:26][CH2:27][CH3:28])[CH3:31]. (3) Given the reactants [CH2:1]1[C:9]2[C:4](=[CH:5][CH:6]=[CH:7][CH:8]=2)[CH2:3][CH:2]1[N:10]1[CH2:14][CH2:13][CH2:12][CH2:11]1.C(O)(C(F)(F)F)=O.[N+:22]([O-])([OH:24])=[O:23], predict the reaction product. The product is: [N+:22]([C:6]1[CH:5]=[C:4]2[C:9](=[CH:8][CH:7]=1)[CH2:1][CH:2]([N:10]1[CH2:11][CH2:12][CH2:13][CH2:14]1)[CH2:3]2)([O-:24])=[O:23]. (4) Given the reactants [CH3:1][C:2]([C:6]1[S:7][CH:8]=[C:9]([C:11]2[CH:16]=[CH:15][CH:14]=[CH:13][CH:12]=2)[N:10]=1)([CH3:5])[CH2:3][NH2:4].[F:17][C:18]([F:34])([F:33])[C:19]1[O:23][N:22]=[C:21]([C:24]2[CH:25]=[C:26]([CH:30]=[CH:31][CH:32]=2)[C:27](O)=[O:28])[N:20]=1, predict the reaction product. The product is: [CH3:5][C:2]([C:6]1[S:7][CH:8]=[C:9]([C:11]2[CH:16]=[CH:15][CH:14]=[CH:13][CH:12]=2)[N:10]=1)([CH3:1])[CH2:3][NH:4][C:27](=[O:28])[C:26]1[CH:30]=[CH:31][CH:32]=[C:24]([C:21]2[N:20]=[C:19]([C:18]([F:34])([F:33])[F:17])[O:23][N:22]=2)[CH:25]=1. (5) Given the reactants [F:1][C:2]1[CH:7]=[CH:6][C:5]([O:8][CH3:9])=[CH:4][C:3]=1[C:10]1[CH:15]=[CH:14][C:13]([C:16]([O:18][CH3:19])=[O:17])=[CH:12][C:11]=1[CH:20]1C[CH2:23][CH:22](I)[C:21]1([CH3:27])[CH3:26].C[OH:29], predict the reaction product. The product is: [CH3:26][C:21]1([CH3:27])[CH2:22][CH2:23][O:29][CH:20]1[C:11]1[CH:12]=[C:13]([C:16]([O:18][CH3:19])=[O:17])[CH:14]=[CH:15][C:10]=1[C:3]1[CH:4]=[C:5]([O:8][CH3:9])[CH:6]=[CH:7][C:2]=1[F:1]. (6) Given the reactants [OH:1][C:2]1[C:10]([CH2:11][CH:12]=[C:13]([CH3:21])[CH2:14][O:15][CH2:16][P:17](=[O:20])([OH:19])[OH:18])=[C:9]([O:22][CH3:23])[C:8]([CH3:24])=[C:7]2[C:3]=1[C:4](=[O:25])[O:5][CH2:6]2.[C:26]1([OH:32])[CH:31]=[CH:30][CH:29]=[CH:28][CH:27]=1.[CH:33]1(N=C=N[CH:33]2[CH2:38][CH2:37][CH2:36][CH2:35][CH2:34]2)[CH2:38][CH2:37][CH2:36][CH2:35][CH2:34]1, predict the reaction product. The product is: [C:26]1([O:20][P:17]([CH2:16][O:15][CH2:14][C:13]([CH3:21])=[CH:12][CH2:11][C:10]2[C:2]([OH:1])=[C:3]3[C:7](=[C:8]([CH3:24])[C:9]=2[O:22][CH3:23])[CH2:6][O:5][C:4]3=[O:25])(=[O:19])[OH:18])[CH:31]=[CH:30][CH:29]=[CH:28][CH:27]=1.[C:26]1([O:32][P:17]([CH2:16][O:15][CH2:14][C:13]([CH3:21])=[CH:12][CH2:11][C:10]2[C:2]([OH:1])=[C:3]3[C:7](=[C:8]([CH3:24])[C:9]=2[O:22][CH3:23])[CH2:6][O:5][C:4]3=[O:25])(=[O:20])[O:18][C:33]2[CH:38]=[CH:37][CH:36]=[CH:35][CH:34]=2)[CH:31]=[CH:30][CH:29]=[CH:28][CH:27]=1. (7) Given the reactants [CH3:1][N:2]1[C:7]([CH3:9])([CH3:8])[CH2:6][CH:5]([NH2:10])[CH2:4][C:3]1([CH3:12])[CH3:11].[Cl:13][C:14]1[N:15]=[N:16][C:17](Cl)=[CH:18][CH:19]=1, predict the reaction product. The product is: [Cl:13][C:14]1[N:15]=[N:16][C:17]([NH:10][CH:5]2[CH2:6][C:7]([CH3:8])([CH3:9])[N:2]([CH3:1])[C:3]([CH3:12])([CH3:11])[CH2:4]2)=[CH:18][CH:19]=1. (8) Given the reactants [Br:1][C:2]1[CH:7]=[C:6]([F:8])[CH:5]=[CH:4][C:3]=1[CH:9]1[N:14]=[C:13]([C:15]2[S:16][CH:17]=[CH:18][N:19]=2)[NH:12][C:11]([CH2:20][N:21]2[CH2:26][CH2:25][O:24][CH2:23][CH:22]2[C:27](O)=[O:28])=[C:10]1[C:30]([O:32][CH2:33][CH3:34])=[O:31].CCN=C=NCCCN(C)C.Cl.C1C=NC2[N:53]([OH:56])N=NC=2C=1.CCN(C(C)C)C(C)C.[Si](ON)(C(C)(C)C)(C)C, predict the reaction product. The product is: [Br:1][C:2]1[CH:7]=[C:6]([F:8])[CH:5]=[CH:4][C:3]=1[CH:9]1[C:10]([C:30]([O:32][CH2:33][CH3:34])=[O:31])=[C:11]([CH2:20][N:21]2[CH2:26][CH2:25][O:24][CH2:23][C@H:22]2[C:27](=[O:28])[NH:53][OH:56])[NH:12][C:13]([C:15]2[S:16][CH:17]=[CH:18][N:19]=2)=[N:14]1. (9) The product is: [Br:1][C:2]1[CH:7]=[CH:6][C:5]([C:8]([C:9]2[CH:10]=[CH:11][NH:12][N:19]=2)([CH3:17])[CH3:16])=[CH:4][CH:3]=1. Given the reactants [Br:1][C:2]1[CH:7]=[CH:6][C:5]([C:8]([CH3:17])([CH3:16])[C:9](=O)/[CH:10]=[CH:11]/[N:12](C)C)=[CH:4][CH:3]=1.O.[NH2:19]N, predict the reaction product. (10) Given the reactants [NH:1]1[CH2:6][CH2:5][CH:4]([CH2:7][CH2:8][OH:9])[CH2:3][CH2:2]1.OC1C2N=NNC=2C=CC=1.Cl.C(N=C=NCCCN(C)C)C.[C:32]1([CH:38]([C:42]2[CH:47]=[CH:46][CH:45]=[CH:44][CH:43]=2)[C:39](O)=[O:40])[CH:37]=[CH:36][CH:35]=[CH:34][CH:33]=1.C(N(CC)C(C)C)(C)C, predict the reaction product. The product is: [OH:9][CH2:8][CH2:7][CH:4]1[CH2:5][CH2:6][N:1]([C:39](=[O:40])[CH:38]([C:32]2[CH:37]=[CH:36][CH:35]=[CH:34][CH:33]=2)[C:42]2[CH:47]=[CH:46][CH:45]=[CH:44][CH:43]=2)[CH2:2][CH2:3]1.